Task: Regression. Given two drug SMILES strings and cell line genomic features, predict the synergy score measuring deviation from expected non-interaction effect.. Dataset: NCI-60 drug combinations with 297,098 pairs across 59 cell lines (1) Drug 1: COC1=C(C=C2C(=C1)N=CN=C2NC3=CC(=C(C=C3)F)Cl)OCCCN4CCOCC4. Drug 2: C1C(C(OC1N2C=NC3=C(N=C(N=C32)Cl)N)CO)O. Cell line: A549. Synergy scores: CSS=28.1, Synergy_ZIP=3.84, Synergy_Bliss=4.38, Synergy_Loewe=1.55, Synergy_HSA=2.54. (2) Drug 1: CC1=C(C(CCC1)(C)C)C=CC(=CC=CC(=CC(=O)O)C)C. Drug 2: CC(C)NC(=O)C1=CC=C(C=C1)CNNC.Cl. Cell line: TK-10. Synergy scores: CSS=-0.737, Synergy_ZIP=4.85, Synergy_Bliss=9.76, Synergy_Loewe=4.84, Synergy_HSA=2.80. (3) Drug 1: C(CCl)NC(=O)N(CCCl)N=O. Drug 2: CC1CCCC2(C(O2)CC(NC(=O)CC(C(C(=O)C(C1O)C)(C)C)O)C(=CC3=CSC(=N3)C)C)C. Cell line: HS 578T. Synergy scores: CSS=58.6, Synergy_ZIP=0.289, Synergy_Bliss=0.0159, Synergy_Loewe=-18.7, Synergy_HSA=1.68. (4) Drug 1: CC1CCC2CC(C(=CC=CC=CC(CC(C(=O)C(C(C(=CC(C(=O)CC(OC(=O)C3CCCCN3C(=O)C(=O)C1(O2)O)C(C)CC4CCC(C(C4)OC)O)C)C)O)OC)C)C)C)OC. Drug 2: CS(=O)(=O)OCCCCOS(=O)(=O)C. Cell line: OVCAR-4. Synergy scores: CSS=-1.53, Synergy_ZIP=2.19, Synergy_Bliss=5.30, Synergy_Loewe=-0.0370, Synergy_HSA=0.452. (5) Drug 1: CC1=C(C(=CC=C1)Cl)NC(=O)C2=CN=C(S2)NC3=CC(=NC(=N3)C)N4CCN(CC4)CCO. Drug 2: CC1CCC2CC(C(=CC=CC=CC(CC(C(=O)C(C(C(=CC(C(=O)CC(OC(=O)C3CCCCN3C(=O)C(=O)C1(O2)O)C(C)CC4CCC(C(C4)OC)OCCO)C)C)O)OC)C)C)C)OC. Cell line: HS 578T. Synergy scores: CSS=6.14, Synergy_ZIP=1.45, Synergy_Bliss=6.42, Synergy_Loewe=-0.829, Synergy_HSA=1.25. (6) Drug 1: CC(CN1CC(=O)NC(=O)C1)N2CC(=O)NC(=O)C2. Drug 2: CC1=CC=C(C=C1)C2=CC(=NN2C3=CC=C(C=C3)S(=O)(=O)N)C(F)(F)F. Cell line: NCI-H226. Synergy scores: CSS=14.0, Synergy_ZIP=-1.74, Synergy_Bliss=4.48, Synergy_Loewe=5.28, Synergy_HSA=5.02.